This data is from Catalyst prediction with 721,799 reactions and 888 catalyst types from USPTO. The task is: Predict which catalyst facilitates the given reaction. (1) Reactant: [C:1]([C:5]1[CH:29]=[C:8]2[N:9]=[C:10]([CH3:28])[C:11]([CH:20]([CH2:25][CH2:26][CH3:27])[C:21]([O:23]C)=[O:22])=[C:12]([C:13]3[CH:18]=[CH:17][C:16]([CH3:19])=[CH:15][CH:14]=3)[N:7]2[N:6]=1)([CH3:4])([CH3:3])[CH3:2].[OH-].[Na+]. Product: [C:1]([C:5]1[CH:29]=[C:8]2[N:9]=[C:10]([CH3:28])[C:11]([CH:20]([CH2:25][CH2:26][CH3:27])[C:21]([OH:23])=[O:22])=[C:12]([C:13]3[CH:18]=[CH:17][C:16]([CH3:19])=[CH:15][CH:14]=3)[N:7]2[N:6]=1)([CH3:3])([CH3:4])[CH3:2]. The catalyst class is: 24. (2) Product: [CH2:18]([O:17][C:15](=[O:16])[CH2:14][NH:1][CH2:2][C:3]1[C:12]2[C:7](=[CH:8][CH:9]=[CH:10][CH:11]=2)[CH:6]=[CH:5][CH:4]=1)[CH3:19]. The catalyst class is: 2. Reactant: [NH2:1][CH2:2][C:3]1[C:12]2[C:7](=[CH:8][CH:9]=[CH:10][CH:11]=2)[CH:6]=[CH:5][CH:4]=1.Br[CH2:14][C:15]([O:17][CH2:18][CH3:19])=[O:16]. (3) Reactant: Cl[C:2]1[S:10][C:9]2[C:8]([C:11]([C:13]3[S:14][CH:15]=[CH:16][CH:17]=3)=[O:12])=[N:7][C:6]([NH:18][CH2:19][C:20]3[CH:21]=[N:22][CH:23]=[CH:24][CH:25]=3)=[N:5][C:4]=2[CH:3]=1.[CH2:26]([NH2:28])[CH3:27].Cl. Product: [CH2:26]([NH:28][C:2]1[S:10][C:9]2[C:8]([C:11]([C:13]3[S:14][CH:15]=[CH:16][CH:17]=3)=[O:12])=[N:7][C:6]([NH:18][CH2:19][C:20]3[CH:21]=[N:22][CH:23]=[CH:24][CH:25]=3)=[N:5][C:4]=2[CH:3]=1)[CH3:27]. The catalyst class is: 44. (4) Reactant: [CH3:1][C@@H:2]([CH2:5][N:6]1[CH2:11][CH2:10][N:9]([C:12]2[CH:17]=[CH:16][C:15]([C:18]([F:21])([F:20])[F:19])=[CH:14][CH:13]=2)[CH2:8][CH2:7]1)[CH:3]=[O:4].P([O-])(O)(O)=[O:23].[Na+].CC(CC)=C.Cl([O-])=O.[Na+]. Product: [CH3:1][C@@H:2]([CH2:5][N:6]1[CH2:11][CH2:10][N:9]([C:12]2[CH:17]=[CH:16][C:15]([C:18]([F:19])([F:21])[F:20])=[CH:14][CH:13]=2)[CH2:8][CH2:7]1)[C:3]([OH:23])=[O:4]. The catalyst class is: 371. (5) Reactant: [Cl:1][C:2]1[C:7]([Cl:8])=[C:6]([S:9](=[O:18])(=[O:17])[NH:10][C@@H:11]([CH3:16])[C:12]([F:15])([F:14])[F:13])[CH:5]=[CH:4][C:3]=1[C:19]1[S:23][C:22]([C:24]([NH:26][NH2:27])=[O:25])=[N:21][C:20]=1[C:28]([N:30]([CH2:33][CH3:34])[CH2:31][CH3:32])=[O:29].[CH3:35][O:36][C:37](=[O:45])[C:38]([CH3:44])([CH3:43])[CH2:39][C:40](O)=[O:41].CN(C(ON1N=NC2C=CC=NC1=2)=[N+](C)C)C.F[P-](F)(F)(F)(F)F.O. Product: [Cl:1][C:2]1[C:7]([Cl:8])=[C:6]([S:9](=[O:18])(=[O:17])[NH:10][C@@H:11]([CH3:16])[C:12]([F:13])([F:15])[F:14])[CH:5]=[CH:4][C:3]=1[C:19]1[S:23][C:22]([C:24]([NH:26][NH:27][C:40](=[O:41])[CH2:39][C:38]([CH3:44])([CH3:43])[C:37]([O:36][CH3:35])=[O:45])=[O:25])=[N:21][C:20]=1[C:28](=[O:29])[N:30]([CH2:31][CH3:32])[CH2:33][CH3:34]. The catalyst class is: 10. (6) Reactant: [CH2:1]([O:8][C:9]([N:11]1[CH2:15][C@@H:14]([OH:16])[C@H:13]([NH2:17])[CH2:12]1)=[O:10])[C:2]1[CH:7]=[CH:6][CH:5]=[CH:4][CH:3]=1.[C:18](O[C:18]([O:20][C:21]([CH3:24])([CH3:23])[CH3:22])=[O:19])([O:20][C:21]([CH3:24])([CH3:23])[CH3:22])=[O:19]. The catalyst class is: 22. Product: [CH2:1]([O:8][C:9]([N:11]1[CH2:15][C@@H:14]([OH:16])[C@H:13]([NH:17][C:18]([O:20][C:21]([CH3:24])([CH3:23])[CH3:22])=[O:19])[CH2:12]1)=[O:10])[C:2]1[CH:3]=[CH:4][CH:5]=[CH:6][CH:7]=1.